This data is from Reaction yield outcomes from USPTO patents with 853,638 reactions. The task is: Predict the reaction yield, written as a fraction of the theoretical maximum amount of product (1.0 means a 100% yield; for example, 0.34 means a 34% yield). The reactants are [CH3:1][O:2][CH2:3][O:4][C@H:5]1[CH2:9][CH2:8][N:7]([CH2:10][C@H:11]([C:13]2[CH:18]=[CH:17][CH:16]=[CH:15][CH:14]=2)O)[CH2:6]1.COCO[C@H]1CCN([C@H](C2C=CC=CC=2)CO)C1.[NH2:37][C:38]1[CH:47]=[CH:46][C:41]([C:42]([O:44][CH3:45])=[O:43])=[CH:40][CH:39]=1. No catalyst specified. The product is [CH3:1][O:2][CH2:3][O:4][C@H:5]1[CH2:9][CH2:8][N:7]([CH2:10][C@@H:11]([NH:37][C:38]2[CH:39]=[CH:40][C:41]([C:42]([O:44][CH3:45])=[O:43])=[CH:46][CH:47]=2)[C:13]2[CH:18]=[CH:17][CH:16]=[CH:15][CH:14]=2)[CH2:6]1. The yield is 0.690.